From a dataset of Forward reaction prediction with 1.9M reactions from USPTO patents (1976-2016). Predict the product of the given reaction. (1) Given the reactants [CH2:1]([O:5][C:6]1[CH:11]=[CH:10][C:9]([F:12])=[CH:8][C:7]=1[CH2:13][CH2:14][C:15]([OH:17])=O)[CH2:2][CH2:3][CH3:4].[CH:18]([NH:21][NH:22][C:23](=[O:30])[C:24]1[CH:29]=[CH:28][CH:27]=[CH:26][CH:25]=1)([CH3:20])[CH3:19].C(N(C(C)C)CC)(C)C.C1CN([P+](Br)(N2CCCC2)N2CCCC2)CC1.F[P-](F)(F)(F)(F)F, predict the reaction product. The product is: [CH2:1]([O:5][C:6]1[CH:11]=[CH:10][C:9]([F:12])=[CH:8][C:7]=1[CH2:13][CH2:14][C:15]([N:21]([CH:18]([CH3:20])[CH3:19])[NH:22][C:23](=[O:30])[C:24]1[CH:29]=[CH:28][CH:27]=[CH:26][CH:25]=1)=[O:17])[CH2:2][CH2:3][CH3:4]. (2) Given the reactants [CH3:1][O:2][C:3]1[CH2:7][CH2:6][C:5](=[O:8])[C:4]=1[C:9]1[C:14]([CH3:15])=[CH:13][C:12]([CH3:16])=[CH:11][C:10]=1[CH3:17].C([N-]C(C)C)(C)C.[Li+].[CH:26]1([CH:29]=[O:30])[CH2:28][CH2:27]1, predict the reaction product. The product is: [CH:26]1([CH:29]([OH:30])[CH:6]2[C:5](=[O:8])[C:4]([C:9]3[C:14]([CH3:15])=[CH:13][C:12]([CH3:16])=[CH:11][C:10]=3[CH3:17])=[C:3]([O:2][CH3:1])[CH2:7]2)[CH2:28][CH2:27]1. (3) Given the reactants [F:1][C:2]1[CH:7]=[CH:6][C:5]([C:8]2[CH:13]=[CH:12][N:11]=[CH:10][C:9]=2[NH:14][CH2:15][C:16]([F:19])([F:18])[F:17])=[C:4]([O:20][CH3:21])[CH:3]=1.[CH3:22][S:23]([C:26]1[CH:27]=[C:28]([CH:32]=[C:33]([C:35]([F:38])([F:37])[F:36])[CH:34]=1)[C:29](O)=[O:30])(=[O:25])=[O:24], predict the reaction product. The product is: [F:1][C:2]1[CH:7]=[CH:6][C:5]([C:8]2[CH:13]=[CH:12][N:11]=[CH:10][C:9]=2[N:14]([CH2:15][C:16]([F:18])([F:17])[F:19])[C:29](=[O:30])[C:28]2[CH:32]=[C:33]([C:35]([F:38])([F:36])[F:37])[CH:34]=[C:26]([S:23]([CH3:22])(=[O:25])=[O:24])[CH:27]=2)=[C:4]([O:20][CH3:21])[CH:3]=1. (4) Given the reactants [C:1]([C:3]1[N:7]2[N:8]=[C:9]([C:12]3[CH:17]=[CH:16][C:15]([C:18]([N:20]4[CH2:25][CH2:24][O:23][CH2:22][CH2:21]4)=[O:19])=[CH:14][CH:13]=3)[CH:10]=[CH:11][C:6]2=[N:5][CH:4]=1)#[CH:2].Br[C:27]1[CH:32]=[CH:31][N:30]=[C:29]2[N:33]([CH3:36])[CH:34]=[CH:35][C:28]=12, predict the reaction product. The product is: [CH3:36][N:33]1[C:29]2=[N:30][CH:31]=[CH:32][C:27]([C:2]#[C:1][C:3]3[N:7]4[N:8]=[C:9]([C:12]5[CH:13]=[CH:14][C:15]([C:18]([N:20]6[CH2:21][CH2:22][O:23][CH2:24][CH2:25]6)=[O:19])=[CH:16][CH:17]=5)[CH:10]=[CH:11][C:6]4=[N:5][CH:4]=3)=[C:28]2[CH:35]=[CH:34]1. (5) Given the reactants [F:1][C:2]([F:18])([F:17])[C:3]1[CH:15]=[C:14]2[C:6]([C:7]3[CH:8]=[C:9]([NH2:16])[CH:10]=[CH:11][C:12]=3[NH:13]2)=[CH:5][CH:4]=1.[O-:19][C:20]#[N:21].[K+].O, predict the reaction product. The product is: [F:18][C:2]([F:1])([F:17])[C:3]1[CH:15]=[C:14]2[C:6]([C:7]3[CH:8]=[C:9]([NH:16][C:20]([NH2:21])=[O:19])[CH:10]=[CH:11][C:12]=3[NH:13]2)=[CH:5][CH:4]=1.